From a dataset of Full USPTO retrosynthesis dataset with 1.9M reactions from patents (1976-2016). Predict the reactants needed to synthesize the given product. (1) Given the product [Cl:15][C:8]1[N:7]([CH2:6][CH:5]([O:16][CH3:17])[CH2:4][NH2:1])[CH:11]=[C:10]([N+:12]([O-:14])=[O:13])[N:9]=1, predict the reactants needed to synthesize it. The reactants are: [N:1]([CH2:4][CH:5]([O:16][CH3:17])[CH2:6][N:7]1[CH:11]=[C:10]([N+:12]([O-:14])=[O:13])[N:9]=[C:8]1[Cl:15])=[N+]=[N-].C1(P(C2C=CC=CC=2)C2C=CC=CC=2)C=CC=CC=1. (2) The reactants are: C(N(CC)CC)C.Br[C:9]1[S:10][CH:11]=[C:12]([Br:14])[CH:13]=1.[C:15]([Si:17]([CH3:20])([CH3:19])[CH3:18])#[CH:16]. Given the product [Br:14][C:12]1[CH:13]=[C:9]([C:16]#[C:15][Si:17]([CH3:20])([CH3:19])[CH3:18])[S:10][CH:11]=1, predict the reactants needed to synthesize it. (3) Given the product [Br:1][C:2]1[CH:7]=[CH:6][C:5]([C:8]2[O:9][C:10]([CH3:20])=[C:11]([CH2:13][CH2:14][N:44]3[CH2:45][CH2:46][C@H:42]([CH2:41][F:40])[CH2:43]3)[N:12]=2)=[CH:4][CH:3]=1, predict the reactants needed to synthesize it. The reactants are: [Br:1][C:2]1[CH:7]=[CH:6][C:5]([C:8]2[O:9][C:10]([CH3:20])=[C:11]([CH2:13][CH2:14]OS(C)(=O)=O)[N:12]=2)=[CH:4][CH:3]=1.C(=O)([O-])[O-].[K+].[K+].[I-].[K+].CC1C=CC(S(O)(=O)=O)=CC=1.[F:40][CH2:41][C@H:42]1[CH2:46][CH2:45][NH:44][CH2:43]1. (4) Given the product [CH:44]1([C:42]([NH:41][C:39]2[N:40]=[C:35]3[CH:34]=[CH:33][C:32]([O:31][C:30]4[CH:29]=[C:28]([NH:27][C:7]([C:5]5[N:4]([C:10]6[CH:15]=[CH:14][CH:13]=[CH:12][CH:11]=6)[N:3]=[C:2]([CH3:1])[CH:6]=5)=[O:9])[CH:49]=[CH:48][CH:47]=4)=[N:37][N:36]3[CH:38]=2)=[O:43])[CH2:45][CH2:46]1, predict the reactants needed to synthesize it. The reactants are: [CH3:1][C:2]1[CH:6]=[C:5]([C:7]([OH:9])=O)[N:4]([C:10]2[CH:15]=[CH:14][CH:13]=[CH:12][CH:11]=2)[N:3]=1.CN(C)C=O.C(Cl)(=O)C(Cl)=O.[NH2:27][C:28]1[CH:29]=[C:30]([CH:47]=[CH:48][CH:49]=1)[O:31][C:32]1[CH:33]=[CH:34][C:35]2[N:36]([CH:38]=[C:39]([NH:41][C:42]([CH:44]3[CH2:46][CH2:45]3)=[O:43])[N:40]=2)[N:37]=1. (5) Given the product [CH3:1][S:2][C:3]1[N:8]=[C:7]([N:9]2[C:17]3[C:12](=[CH:13][CH:14]=[C:15]([NH:18][C:21](=[O:22])[CH3:20])[CH:16]=3)[CH:11]=[N:10]2)[CH:6]=[CH:5][N:4]=1, predict the reactants needed to synthesize it. The reactants are: [CH3:1][S:2][C:3]1[N:8]=[C:7]([N:9]2[C:17]3[C:12](=[CH:13][CH:14]=[C:15]([NH2:18])[CH:16]=3)[CH:11]=[N:10]2)[CH:6]=[CH:5][N:4]=1.C1C[O:22][CH2:21][CH2:20]1. (6) Given the product [OH:1][C@H:2]([C@H:4]([CH2:9][CH2:10][CH:11]([CH3:13])[CH3:12])[C:5]([O:7][CH3:8])=[O:6])[CH3:3], predict the reactants needed to synthesize it. The reactants are: [OH:1][C@H:2]([C@H:4]([CH2:9][CH:10]=[C:11]([CH3:13])[CH3:12])[C:5]([O:7][CH3:8])=[O:6])[CH3:3]. (7) Given the product [Br:14][C:10]1[CH:9]=[C:8]([N+:11]([O-:13])=[O:12])[CH:7]=[CH:6][C:5]=1[C:1]([CH3:4])([CH3:2])[CH3:3], predict the reactants needed to synthesize it. The reactants are: [C:1]([C:5]1[CH:10]=[CH:9][C:8]([N+:11]([O-:13])=[O:12])=[CH:7][CH:6]=1)([CH3:4])([CH3:3])[CH3:2].[Br:14]Br.S([O-])(O)=O.[Na+].